This data is from Peptide-MHC class I binding affinity with 185,985 pairs from IEDB/IMGT. The task is: Regression. Given a peptide amino acid sequence and an MHC pseudo amino acid sequence, predict their binding affinity value. This is MHC class I binding data. (1) The peptide sequence is FKFRDLLFKLL. The MHC is H-2-Db with pseudo-sequence H-2-Db. The binding affinity (normalized) is 0. (2) The peptide sequence is GQGGSPTAM. The binding affinity (normalized) is 0.0202. The MHC is HLA-A02:02 with pseudo-sequence HLA-A02:02. (3) The peptide sequence is FIKDYRYTY. The MHC is HLA-A69:01 with pseudo-sequence HLA-A69:01. The binding affinity (normalized) is 0.0847. (4) The peptide sequence is RGKRIEPSW. The MHC is HLA-B57:01 with pseudo-sequence HLA-B57:01. The binding affinity (normalized) is 0.701. (5) The peptide sequence is VVSYEAGEW. The binding affinity (normalized) is 0.554. The MHC is HLA-B58:01 with pseudo-sequence HLA-B58:01. (6) The peptide sequence is REHSGNEIV. The MHC is HLA-B35:01 with pseudo-sequence HLA-B35:01. The binding affinity (normalized) is 0.0847.